Dataset: NCI-60 drug combinations with 297,098 pairs across 59 cell lines. Task: Regression. Given two drug SMILES strings and cell line genomic features, predict the synergy score measuring deviation from expected non-interaction effect. (1) Drug 1: CCC1(CC2CC(C3=C(CCN(C2)C1)C4=CC=CC=C4N3)(C5=C(C=C6C(=C5)C78CCN9C7C(C=CC9)(C(C(C8N6C=O)(C(=O)OC)O)OC(=O)C)CC)OC)C(=O)OC)O.OS(=O)(=O)O. Drug 2: N.N.Cl[Pt+2]Cl. Cell line: DU-145. Synergy scores: CSS=59.3, Synergy_ZIP=-1.55, Synergy_Bliss=-4.18, Synergy_Loewe=-2.23, Synergy_HSA=-1.12. (2) Drug 1: CN1CCC(CC1)COC2=C(C=C3C(=C2)N=CN=C3NC4=C(C=C(C=C4)Br)F)OC. Drug 2: C1C(C(OC1N2C=NC3=C(N=C(N=C32)Cl)N)CO)O. Cell line: NCIH23. Synergy scores: CSS=11.0, Synergy_ZIP=-0.822, Synergy_Bliss=3.86, Synergy_Loewe=3.29, Synergy_HSA=3.56. (3) Drug 1: C1=NC(=NC(=O)N1C2C(C(C(O2)CO)O)O)N. Drug 2: CCC1(CC2CC(C3=C(CCN(C2)C1)C4=CC=CC=C4N3)(C5=C(C=C6C(=C5)C78CCN9C7C(C=CC9)(C(C(C8N6C)(C(=O)OC)O)OC(=O)C)CC)OC)C(=O)OC)O.OS(=O)(=O)O. Cell line: SNB-19. Synergy scores: CSS=3.16, Synergy_ZIP=-1.67, Synergy_Bliss=-0.846, Synergy_Loewe=0.0767, Synergy_HSA=-0.196. (4) Drug 1: CC12CCC3C(C1CCC2=O)CC(=C)C4=CC(=O)C=CC34C. Drug 2: C1CN1P(=S)(N2CC2)N3CC3. Cell line: SR. Synergy scores: CSS=70.4, Synergy_ZIP=-0.325, Synergy_Bliss=0.934, Synergy_Loewe=-2.91, Synergy_HSA=1.91. (5) Drug 1: CC1C(C(=O)NC(C(=O)N2CCCC2C(=O)N(CC(=O)N(C(C(=O)O1)C(C)C)C)C)C(C)C)NC(=O)C3=C4C(=C(C=C3)C)OC5=C(C(=O)C(=C(C5=N4)C(=O)NC6C(OC(=O)C(N(C(=O)CN(C(=O)C7CCCN7C(=O)C(NC6=O)C(C)C)C)C)C(C)C)C)N)C. Drug 2: C(CCl)NC(=O)N(CCCl)N=O. Cell line: OVCAR-4. Synergy scores: CSS=17.7, Synergy_ZIP=-6.57, Synergy_Bliss=-1.52, Synergy_Loewe=-15.3, Synergy_HSA=-0.886. (6) Drug 1: CCC1(CC2CC(C3=C(CCN(C2)C1)C4=CC=CC=C4N3)(C5=C(C=C6C(=C5)C78CCN9C7C(C=CC9)(C(C(C8N6C=O)(C(=O)OC)O)OC(=O)C)CC)OC)C(=O)OC)O.OS(=O)(=O)O. Drug 2: C1=CN(C=N1)CC(O)(P(=O)(O)O)P(=O)(O)O. Cell line: MALME-3M. Synergy scores: CSS=-2.05, Synergy_ZIP=2.58, Synergy_Bliss=2.52, Synergy_Loewe=-2.31, Synergy_HSA=-1.77. (7) Drug 1: CC1C(C(=O)NC(C(=O)N2CCCC2C(=O)N(CC(=O)N(C(C(=O)O1)C(C)C)C)C)C(C)C)NC(=O)C3=C4C(=C(C=C3)C)OC5=C(C(=O)C(=C(C5=N4)C(=O)NC6C(OC(=O)C(N(C(=O)CN(C(=O)C7CCCN7C(=O)C(NC6=O)C(C)C)C)C)C(C)C)C)N)C. Drug 2: CCN(CC)CCNC(=O)C1=C(NC(=C1C)C=C2C3=C(C=CC(=C3)F)NC2=O)C. Cell line: KM12. Synergy scores: CSS=21.2, Synergy_ZIP=-1.18, Synergy_Bliss=-4.43, Synergy_Loewe=-5.05, Synergy_HSA=-3.89.